From a dataset of Forward reaction prediction with 1.9M reactions from USPTO patents (1976-2016). Predict the product of the given reaction. Given the reactants N1C=CN=C1.[Si:6](Cl)([C:19]([CH3:22])([CH3:21])[CH3:20])([C:13]1[CH:18]=[CH:17][CH:16]=[CH:15][CH:14]=1)[C:7]1[CH:12]=[CH:11][CH:10]=[CH:9][CH:8]=1.[OH:24][CH2:25][C@H:26]1[O:30][C:29](=[O:31])[CH:28]=[CH:27]1, predict the reaction product. The product is: [Si:6]([O:24][CH2:25][C@H:26]1[O:30][C:29](=[O:31])[CH:28]=[CH:27]1)([C:19]([CH3:22])([CH3:21])[CH3:20])([C:13]1[CH:18]=[CH:17][CH:16]=[CH:15][CH:14]=1)[C:7]1[CH:12]=[CH:11][CH:10]=[CH:9][CH:8]=1.